From a dataset of Forward reaction prediction with 1.9M reactions from USPTO patents (1976-2016). Predict the product of the given reaction. (1) Given the reactants [CH2:1]1[C:12]2[C:11]3[C:6](=[C:7]([C:13]([OH:15])=O)[CH:8]=[CH:9][CH:10]=3)[NH:5][C:4]=2[CH2:3][CH2:2]1.[CH2:16]([O:18][C:19](=[O:23])[C@H:20]([CH3:22])[NH2:21])[CH3:17].Cl.CN(C)CCCN=C=NCC.ON1C2C=CC=CC=2N=N1.C(N(C(C)C)CC)(C)C, predict the reaction product. The product is: [CH2:1]1[C:12]2[C:11]3[CH:10]=[CH:9][CH:8]=[C:7]([C:13]([NH:21][C@@H:20]([CH3:22])[C:19]([O:18][CH2:16][CH3:17])=[O:23])=[O:15])[C:6]=3[NH:5][C:4]=2[CH2:3][CH2:2]1. (2) Given the reactants O[CH2:2][C@H:3]1[CH2:7][CH2:6][CH2:5][N:4]1[CH2:8][CH2:9][C:10]1[CH:15]=[CH:14][C:13]([N:16]2[CH2:20][CH2:19][CH2:18][CH2:17]2)=[CH:12][CH:11]=1.C(N(C(C)C)CC)(C)C.CS([Cl:34])(=O)=O.C(=O)([O-])O.[Na+], predict the reaction product. The product is: [Cl:34][C@@H:6]1[CH2:7][CH2:2][CH2:3][N:4]([CH2:8][CH2:9][C:10]2[CH:11]=[CH:12][C:13]([N:16]3[CH2:17][CH2:18][CH2:19][CH2:20]3)=[CH:14][CH:15]=2)[CH2:5]1. (3) Given the reactants [CH2:1]([O:8][C:9]1[CH:14]=[C:13]([O:15][C:16]2[CH:21]=[CH:20][CH:19]=[CH:18][CH:17]=2)[CH:12]=[CH:11][C:10]=1[N+:22]([O-])=O)[C:2]1[CH:7]=[CH:6][CH:5]=[CH:4][CH:3]=1.[In].Cl, predict the reaction product. The product is: [CH2:1]([O:8][C:9]1[CH:14]=[C:13]([O:15][C:16]2[CH:17]=[CH:18][CH:19]=[CH:20][CH:21]=2)[CH:12]=[CH:11][C:10]=1[NH2:22])[C:2]1[CH:3]=[CH:4][CH:5]=[CH:6][CH:7]=1. (4) The product is: [CH2:1]([O:3][C:4]([C:6]12[CH2:8][CH:7]1[CH:9]=[CH:37][CH2:36][CH2:35][CH2:34][CH2:33][N:31]([CH3:32])[C:30](=[O:39])[CH:15]1[CH:14]([CH2:18][CH:17]([O:19][C:20]3[CH:25]=[C:24]([O:26][CH3:27])[N:23]=[C:22]([O:28][CH3:29])[N:21]=3)[CH2:16]1)[C:12](=[O:13])[NH:11]2)=[O:5])[CH3:2]. Given the reactants [CH2:1]([O:3][C:4]([C:6]1([NH:11][C:12]([CH:14]2[CH2:18][CH:17]([O:19][C:20]3[CH:25]=[C:24]([O:26][CH3:27])[N:23]=[C:22]([O:28][CH3:29])[N:21]=3)[CH2:16][CH:15]2[C:30](=[O:39])[N:31]([CH2:33][CH2:34][CH2:35][CH2:36][CH:37]=C)[CH3:32])=[O:13])[CH2:8][CH:7]1[CH:9]=C)=[O:5])[CH3:2], predict the reaction product.